Dataset: Catalyst prediction with 721,799 reactions and 888 catalyst types from USPTO. Task: Predict which catalyst facilitates the given reaction. (1) Product: [ClH:54].[NH2:8][C@H:9]([C:11]([NH:13][C@H:14]([C:16]([O:18][CH2:19][CH2:20][O:21][C:22]1[CH:23]=[CH:24][C:25]([C:28]2[C:33]([C:34]#[N:35])=[C:32]([N:36]3[CH2:40][CH2:39][CH2:38][CH2:37]3)[N:31]=[C:30]([S:41][CH2:42][C:43]3[N:44]=[C:45]([C:48]4[CH:49]=[CH:50][C:51]([Cl:54])=[CH:52][CH:53]=4)[S:46][CH:47]=3)[C:29]=2[C:55]#[N:56])=[CH:26][CH:27]=1)=[O:17])[CH3:15])=[O:12])[CH3:10]. The catalyst class is: 268. Reactant: C(OC([NH:8][C@H:9]([C:11]([NH:13][C@H:14]([C:16]([O:18][CH2:19][CH2:20][O:21][C:22]1[CH:27]=[CH:26][C:25]([C:28]2[C:33]([C:34]#[N:35])=[C:32]([N:36]3[CH2:40][CH2:39][CH2:38][CH2:37]3)[N:31]=[C:30]([S:41][CH2:42][C:43]3[N:44]=[C:45]([C:48]4[CH:53]=[CH:52][C:51]([Cl:54])=[CH:50][CH:49]=4)[S:46][CH:47]=3)[C:29]=2[C:55]#[N:56])=[CH:24][CH:23]=1)=[O:17])[CH3:15])=[O:12])[CH3:10])=O)(C)(C)C.Cl. (2) The catalyst class is: 16. Reactant: [CH3:1][NH:2][CH2:3][CH2:4][C@@H:5]([C:7]1[S:8][CH:9]=[CH:10][CH:11]=1)[OH:6].F[C:13]1[C:22]2[C:17](=[CH:18][CH:19]=[CH:20][CH:21]=2)[CH:16]=[CH:15][CH:14]=1.CC(C)([O-])C.[K+]. Product: [CH3:1][NH:2][CH2:3][CH2:4][C@H:5]([O:6][C:21]1[CH:20]=[CH:19][CH:18]=[C:17]2[CH:16]=[CH:15][CH:14]=[CH:13][C:22]=12)[C:7]1[S:8][CH:9]=[CH:10][CH:11]=1.